This data is from Full USPTO retrosynthesis dataset with 1.9M reactions from patents (1976-2016). The task is: Predict the reactants needed to synthesize the given product. (1) Given the product [CH3:7][C:6]1([CH3:8])[CH:5]([CH:4]=[C:2]([CH3:3])[CH3:1])[CH:11]1[C:12]([O:14][C:15]([CH3:18])([CH3:17])[CH3:16])=[O:13], predict the reactants needed to synthesize it. The reactants are: [CH3:1][C:2](=[CH:4][CH:5]=[C:6]([CH3:8])[CH3:7])[CH3:3].[N+](=[CH:11][C:12]([O:14][C:15]([CH3:18])([CH3:17])[CH3:16])=[O:13])=[N-]. (2) Given the product [CH2:1]([O:8][C:9]([N:11]1[CH2:15][C@H:14]([O:16][C:17]([CH3:19])([CH3:18])[CH3:20])[CH2:13][C@H:12]1[C:21]1[O:26][CH:24]=[CH:23][N:22]=1)=[O:10])[C:2]1[CH:3]=[CH:4][CH:5]=[CH:6][CH:7]=1, predict the reactants needed to synthesize it. The reactants are: [CH2:1]([O:8][C:9]([N:11]1[CH2:15][C@H:14]([O:16][C:17]([CH3:20])([CH3:19])[CH3:18])[CH2:13][C@H:12]1[C:21](=[O:26])[NH:22][CH2:23][CH:24]=O)=[O:10])[C:2]1[CH:7]=[CH:6][CH:5]=[CH:4][CH:3]=1.ClC(Cl)(Cl)C(Cl)(Cl)Cl.C1(P(C2C=CC=CC=2)C2C=CC=CC=2)C=CC=CC=1.C(N(CC)CC)C.